The task is: Predict which catalyst facilitates the given reaction.. This data is from Catalyst prediction with 721,799 reactions and 888 catalyst types from USPTO. Reactant: [F:1][C:2]1[CH:7]=[CH:6][CH:5]=[CH:4][C:3]=1[N:8]1[C:12]([OH:13])=[CH:11][C:10]([C:14]([OH:16])=O)=[N:9]1.[B-](F)(F)(F)F.CCOC(C(C#N)=NOC(N(C)C)=[N+](C)C)=O.[NH2:39][C@H:40]([C:45]1[CH:50]=[CH:49][CH:48]=[CH:47][C:46]=1[CH3:51])[CH2:41][C:42]([OH:44])=[O:43]. Product: [F:1][C:2]1[CH:7]=[CH:6][CH:5]=[CH:4][C:3]=1[N:8]1[C:12]([OH:13])=[CH:11][C:10]([C:14]([NH:39][C@H:40]([C:45]2[CH:50]=[CH:49][CH:48]=[CH:47][C:46]=2[CH3:51])[CH2:41][C:42]([OH:44])=[O:43])=[O:16])=[N:9]1. The catalyst class is: 3.